From a dataset of Peptide-MHC class II binding affinity with 134,281 pairs from IEDB. Regression. Given a peptide amino acid sequence and an MHC pseudo amino acid sequence, predict their binding affinity value. This is MHC class II binding data. The peptide sequence is ALLIIPPKIHISIEL. The MHC is DRB1_1302 with pseudo-sequence DRB1_1302. The binding affinity (normalized) is 0.530.